This data is from Peptide-MHC class II binding affinity with 134,281 pairs from IEDB. The task is: Regression. Given a peptide amino acid sequence and an MHC pseudo amino acid sequence, predict their binding affinity value. This is MHC class II binding data. The peptide sequence is GDTMAEVELREHGSD. The MHC is DRB1_0901 with pseudo-sequence DRB1_0901. The binding affinity (normalized) is 0.141.